This data is from Forward reaction prediction with 1.9M reactions from USPTO patents (1976-2016). The task is: Predict the product of the given reaction. (1) Given the reactants [NH2:1][C:2]1[N:3]=[N:4][C:5]([Cl:8])=[CH:6][CH:7]=1.[Br:9][CH2:10][C:11]([C:13]1[CH:18]=[CH:17][C:16]([Cl:19])=[CH:15][CH:14]=1)=O, predict the reaction product. The product is: [BrH:9].[Cl:8][C:5]1[CH:6]=[CH:7][C:2]2[N:3]([CH:10]=[C:11]([C:13]3[CH:18]=[CH:17][C:16]([Cl:19])=[CH:15][CH:14]=3)[N:1]=2)[N:4]=1. (2) The product is: [Cl:49][C:50]1[CH:51]=[C:52]2[C:56](=[CH:57][CH:58]=1)[NH:55][C:54]([CH2:59][NH:60][C:5](=[O:7])[C:4]1[CH:8]=[CH:9][C:10]([C:11]([N:13]3[CH2:17][CH2:16][CH2:15][CH2:14]3)=[O:12])=[C:2]([CH3:1])[CH:3]=1)=[CH:53]2. Given the reactants [CH3:1][C:2]1[CH:3]=[C:4]([CH:8]=[CH:9][C:10]=1[C:11]([N:13]1[CH2:17][CH2:16][CH2:15][CH2:14]1)=[O:12])[C:5]([OH:7])=O.CN(C(ON1N=NC2C=CC=CC1=2)=[N+](C)C)C.[B-](F)(F)(F)F.C(N(C(C)C)CC)(C)C.[Cl:49][C:50]1[CH:51]=[C:52]2[C:56](=[CH:57][CH:58]=1)[NH:55][C:54]([CH2:59][NH2:60])=[CH:53]2.C(OCC)(=O)C.C(O)C.N.ClCl, predict the reaction product. (3) Given the reactants [NH2:1][CH2:2][C@@H:3]1[CH2:8][CH2:7][C@H:6]([NH:9][C:10]2[N:15]=[C:14]([N:16]([CH3:18])[CH3:17])[C:13]([CH3:19])=[CH:12][N:11]=2)[CH2:5][CH2:4]1.[Cl:20][C:21]1[CH:26]=[CH:25][CH:24]=[C:23]([N:27]=[C:28]=[O:29])[C:22]=1[Cl:30].O.Cl, predict the reaction product. The product is: [ClH:20].[Cl:30][C:22]1[C:21]([Cl:20])=[CH:26][CH:25]=[CH:24][C:23]=1[NH:27][C:28]([NH:1][CH2:2][C@H:3]1[CH2:4][CH2:5][C@@H:6]([NH:9][C:10]2[N:15]=[C:14]([N:16]([CH3:18])[CH3:17])[C:13]([CH3:19])=[CH:12][N:11]=2)[CH2:7][CH2:8]1)=[O:29]. (4) The product is: [CH2:1]([N:5]1[CH2:6][C:7]2([CH2:14][CH2:13][C:12]([C:15]([C:16]3[CH:21]=[CH:20][CH:19]=[CH:18][CH:17]=3)=[O:27])([N:23]([CH3:25])[CH3:24])[CH2:11][CH2:10]2)[CH2:8][CH2:9]1)[CH2:2][CH2:3][CH3:4]. Given the reactants [CH2:1]([N:5]1[CH2:9][CH2:8][C:7]2([CH2:14][CH2:13][C:12]([N:23]([CH3:25])[CH3:24])([C:15](=N)[C:16]3[CH:21]=[CH:20][CH:19]=[CH:18][CH:17]=3)[CH2:11][CH2:10]2)[CH2:6]1)[CH2:2][CH2:3][CH3:4].C(O)=[O:27], predict the reaction product.